This data is from Full USPTO retrosynthesis dataset with 1.9M reactions from patents (1976-2016). The task is: Predict the reactants needed to synthesize the given product. (1) Given the product [CH3:1][C:2]1([CH3:12])[C:6]2[C:7]([O:11][C:14]3[CH:19]=[CH:18][C:17]([N+:20]([O-:22])=[O:21])=[CH:16][CH:15]=3)=[CH:8][CH:9]=[CH:10][C:5]=2[O:4][CH2:3]1, predict the reactants needed to synthesize it. The reactants are: [CH3:1][C:2]1([CH3:12])[C:6]2=[C:7]([OH:11])[CH:8]=[CH:9][CH:10]=[C:5]2[O:4][CH2:3]1.F[C:14]1[CH:19]=[CH:18][C:17]([N+:20]([O-:22])=[O:21])=[CH:16][CH:15]=1.C(=O)([O-])[O-].[K+].[K+]. (2) Given the product [CH:4]1([C:5]([NH2:6])=[O:22])[CH2:7][CH2:8][CH2:9][CH2:2][CH2:3]1, predict the reactants needed to synthesize it. The reactants are: F[C:2]1[CH:3]=[C:4]([CH:7]=[C:8](F)[C:9]=1N=C=S)[C:5]#[N:6].C(Cl)CCl.CN(C=[O:22])C. (3) Given the product [Br:1][C:2]1[CH:7]=[CH:6][C:5]([C:8]2[NH:9][C:10]3[C:15]([C:16]=2[CH:17]=[C:30]([S:27]([C:24]2[CH:25]=[CH:26][C:21]([Cl:20])=[CH:22][CH:23]=2)(=[O:29])=[O:28])[C:31]#[N:32])=[CH:14][CH:13]=[CH:12][CH:11]=3)=[CH:4][C:3]=1[F:19], predict the reactants needed to synthesize it. The reactants are: [Br:1][C:2]1[CH:7]=[CH:6][C:5]([C:8]2[NH:9][C:10]3[C:15]([C:16]=2[CH:17]=O)=[CH:14][CH:13]=[CH:12][CH:11]=3)=[CH:4][C:3]=1[F:19].[Cl:20][C:21]1[CH:26]=[CH:25][C:24]([S:27]([CH2:30][C:31]#[N:32])(=[O:29])=[O:28])=[CH:23][CH:22]=1. (4) Given the product [CH3:1][O:2][CH:3]1[CH2:6][N:5]([C:7]2[N:8]=[CH:9][C:10]([NH:13][C:27]([C:25]3[N:26]=[C:22]([C:16]4[CH:21]=[CH:20][CH:19]=[CH:18][CH:17]=4)[O:23][C:24]=3[C:30]([F:32])([F:33])[F:31])=[O:28])=[CH:11][CH:12]=2)[CH2:4]1, predict the reactants needed to synthesize it. The reactants are: [CH3:1][O:2][CH:3]1[CH2:6][N:5]([C:7]2[CH:12]=[CH:11][C:10]([N+:13]([O-])=O)=[CH:9][N:8]=2)[CH2:4]1.[C:16]1([C:22]2[O:23][C:24]([C:30]([F:33])([F:32])[F:31])=[C:25]([C:27](O)=[O:28])[N:26]=2)[CH:21]=[CH:20][CH:19]=[CH:18][CH:17]=1.CCN(CC)CC.F[P-](F)(F)(F)(F)F.N1(O[P+](N(C)C)(N(C)C)N(C)C)C2C=CC=CC=2N=N1. (5) Given the product [NH:1]([N:12]1[CH2:17][CH2:16][O:15][CH2:14][CH2:13]1)[C@H:2]([C:5]([O:7][C:8]([CH3:11])([CH3:9])[CH3:10])=[O:6])[CH2:3][O:4][C:18]([O:19][CH2:20][CH:21]=[CH2:22])=[O:23], predict the reactants needed to synthesize it. The reactants are: [NH:1]([N:12]1[CH2:17][CH2:16][O:15][CH2:14][CH2:13]1)[C@H:2]([C:5]([O:7][C:8]([CH3:11])([CH3:10])[CH3:9])=[O:6])[CH2:3][OH:4].[C:18](=O)([O:23]C1C2N=NNC=2C=CC=1)[O:19][CH2:20][CH:21]=[CH2:22]. (6) Given the product [CH2:32]([O:18][C:13]1[CH:14]=[N:15][CH:16]=[CH:17][C:12]=1[C:10]1[O:9][C:6]2[C:5]([N:11]=1)=[CH:4][C:3]([C:2]([F:19])([F:1])[F:20])=[CH:8][N:7]=2)[CH3:33], predict the reactants needed to synthesize it. The reactants are: [F:1][C:2]([F:20])([F:19])[C:3]1[CH:4]=[C:5]2[N:11]=[C:10]([C:12]3[CH:17]=[CH:16][N:15]=[CH:14][C:13]=3[OH:18])[O:9][C:6]2=[N:7][CH:8]=1.C(=O)([O-])[O-].[K+].[K+].CN(C=O)C.[CH2:32](I)[CH3:33]. (7) Given the product [N:21]1[N:22]([CH2:30][C:31]([N:18]2[CH2:19][CH2:20][CH:15]([C:12]3[S:13][CH:14]=[C:10]([CH2:9][CH2:8][C:2]4[CH:7]=[CH:6][CH:5]=[CH:4][CH:3]=4)[N:11]=3)[CH2:16][CH2:17]2)=[O:32])[CH:23]=[C:24]2[C:29]=1[CH:28]=[CH:27][CH:26]=[CH:25]2, predict the reactants needed to synthesize it. The reactants are: Cl.[C:2]1([CH2:8][CH2:9][C:10]2[N:11]=[C:12]([CH:15]3[CH2:20][CH2:19][NH:18][CH2:17][CH2:16]3)[S:13][CH:14]=2)[CH:7]=[CH:6][CH:5]=[CH:4][CH:3]=1.[N:21]1[N:22]([CH2:30][C:31](O)=[O:32])[CH:23]=[C:24]2[C:29]=1[CH:28]=[CH:27][CH:26]=[CH:25]2.